From a dataset of Full USPTO retrosynthesis dataset with 1.9M reactions from patents (1976-2016). Predict the reactants needed to synthesize the given product. (1) Given the product [CH2:1]([O:5][C:6]1[C:7](=[O:18])[O:8][C:9]2[CH:16]=[CH:15][CH:14]=[C:13]([O:17][CH2:20][CH2:21][C:22]([O:24][CH2:25][CH3:26])=[O:23])[C:10]=2[C:11]=1[OH:12])[CH2:2][CH2:3][CH3:4], predict the reactants needed to synthesize it. The reactants are: [CH2:1]([O:5][C:6]1[C:7](=[O:18])[O:8][C:9]2[CH:16]=[CH:15][CH:14]=[C:13]([OH:17])[C:10]=2[C:11]=1[OH:12])[CH2:2][CH2:3][CH3:4].Br[CH2:20][CH2:21][C:22]([O:24][CH2:25][CH3:26])=[O:23]. (2) Given the product [C:27]([C:29]1[CH:30]=[C:31]([CH:34]=[CH:35][CH:36]=1)[CH2:32][N:11]1[CH2:12][CH2:13][N:8]([CH2:14][C:15]2[N:16]=[N:17][C:18]3[C:19](=[C:21]([NH2:26])[N:22]=[C:23]([NH2:25])[N:24]=3)[N:20]=2)[CH2:9][CH2:10]1)#[N:28], predict the reactants needed to synthesize it. The reactants are: OC(C(F)(F)F)=O.[N:8]1([CH2:14][C:15]2[N:16]=[N:17][C:18]3[C:19](=[C:21]([NH2:26])[N:22]=[C:23]([NH2:25])[N:24]=3)[N:20]=2)[CH2:13][CH2:12][NH:11][CH2:10][CH2:9]1.[C:27]([C:29]1[CH:30]=[C:31]([CH:34]=[CH:35][CH:36]=1)[CH2:32]Br)#[N:28].C(=O)([O-])[O-].[K+].[K+].CC#N.O.